This data is from Full USPTO retrosynthesis dataset with 1.9M reactions from patents (1976-2016). The task is: Predict the reactants needed to synthesize the given product. (1) Given the product [OH:7][CH2:6][CH2:5][O:4][CH2:3][CH2:2][NH:1][C:14](=[O:15])[O:16][C:17]([CH3:20])([CH3:19])[CH3:18], predict the reactants needed to synthesize it. The reactants are: [NH2:1][CH2:2][CH2:3][O:4][CH2:5][CH2:6][OH:7].C(=O)([O-])[O-].[Na+].[Na+].[C:14](O[C:14]([O:16][C:17]([CH3:20])([CH3:19])[CH3:18])=[O:15])([O:16][C:17]([CH3:20])([CH3:19])[CH3:18])=[O:15]. (2) Given the product [F:10][C:3]1[C:4]([C:5]#[N:6])=[CH:7][CH:8]=[CH:9][C:2]=1[C:11]1[CH:16]=[CH:15][CH:14]=[CH:13][CH:12]=1, predict the reactants needed to synthesize it. The reactants are: Br[C:2]1[C:3]([F:10])=[C:4]([CH:7]=[CH:8][CH:9]=1)[C:5]#[N:6].[C:11]1(B(O)O)[CH:16]=[CH:15][CH:14]=[CH:13][CH:12]=1.[F-].[Cs+].C([O-])(O)=O.[Na+]. (3) Given the product [CH:16]([C:19]1[CH:24]=[C:23]([CH:25]([CH3:26])[CH3:27])[CH:22]=[C:21]([CH:28]([CH3:30])[CH3:29])[C:20]=1[S:31]([NH:1][C@H:2]1[CH2:7][CH2:6][CH2:5][C@@H:4]([NH:8][C:9](=[O:15])[O:10][C:11]([CH3:12])([CH3:14])[CH3:13])[CH2:3]1)(=[O:33])=[O:32])([CH3:17])[CH3:18], predict the reactants needed to synthesize it. The reactants are: [NH2:1][C@H:2]1[CH2:7][CH2:6][CH2:5][C@@H:4]([NH:8][C:9](=[O:15])[O:10][C:11]([CH3:14])([CH3:13])[CH3:12])[CH2:3]1.[CH:16]([C:19]1[CH:24]=[C:23]([CH:25]([CH3:27])[CH3:26])[CH:22]=[C:21]([CH:28]([CH3:30])[CH3:29])[C:20]=1[S:31](Cl)(=[O:33])=[O:32])([CH3:18])[CH3:17]. (4) Given the product [O:19]=[C:18]1[NH:20][C@H:6]2[CH2:5][S:9][C@@H:8]([CH2:10][CH2:11][CH2:12][CH2:13][C:14]([NH:21][C:22]3[CH:23]=[CH:24][C:25]([C:28]4[C:41]([C:42]5[CH:47]=[CH:46][N:45]=[C:44]([NH:48][CH2:49][CH2:50][CH2:51][CH3:52])[N:43]=5)=[C:31]5[CH:32]=[CH:33][CH:34]=[C:35]([NH:36][CH2:37][CH2:38][CH2:39][CH3:40])[N:30]5[N:29]=4)=[CH:26][CH:27]=3)=[O:16])[C@H:7]2[NH:17]1, predict the reactants needed to synthesize it. The reactants are: S(Cl)(Cl)=O.[CH2:5]1[S:9][C@@H:8]([CH2:10][CH2:11][CH2:12][CH2:13][C:14]([OH:16])=O)[C@H:7]2[NH:17][C:18]([NH:20][C@@H:6]12)=[O:19].[NH2:21][C:22]1[CH:27]=[CH:26][C:25]([C:28]2[C:41]([C:42]3[CH:47]=[CH:46][N:45]=[C:44]([NH:48][CH2:49][CH2:50][CH2:51][CH3:52])[N:43]=3)=[C:31]3[CH:32]=[CH:33][CH:34]=[C:35]([NH:36][CH2:37][CH2:38][CH2:39][CH3:40])[N:30]3[N:29]=2)=[CH:24][CH:23]=1.C(=O)(O)[O-].[Na+]. (5) Given the product [CH3:1][C:2]1([CH3:10])[CH2:7][CH2:6][CH:5]([NH2:8])[CH2:4][CH2:3]1, predict the reactants needed to synthesize it. The reactants are: [CH3:1][C:2]1([CH3:10])[CH2:7][CH2:6][C:5](=[N:8]O)[CH2:4][CH2:3]1.Cl. (6) Given the product [F:27][C:26]1[CH:25]=[CH:24][N:23]=[CH:22][C:21]=1[C:12]1[CH:13]=[C:14]2[C@@:15]3([CH2:19][S:18][C:17]([NH2:20])=[N:16]3)[C:4]3[C:5](=[N:6][CH:7]=[C:2]([C:35]#[C:36][C:37]4([CH3:41])[CH2:40][O:39][CH2:38]4)[CH:3]=3)[O:8][C:9]2=[CH:10][CH:11]=1, predict the reactants needed to synthesize it. The reactants are: Br[C:2]1[CH:3]=[C:4]2[C@:15]3([CH2:19][S:18][C:17]([NH2:20])=[N:16]3)[C:14]3[C:9](=[CH:10][CH:11]=[C:12]([C:21]4[CH:22]=[N:23][CH:24]=[CH:25][C:26]=4[F:27])[CH:13]=3)[O:8][C:5]2=[N:6][CH:7]=1.CN(C=O)C.C[Si](C)(C)[C:35]#[C:36][C:37]1([CH3:41])[CH2:40][O:39][CH2:38]1.